Task: Predict the reaction yield, written as a fraction of the theoretical maximum amount of product (1.0 means a 100% yield; for example, 0.34 means a 34% yield).. Dataset: Reaction yield outcomes from USPTO patents with 853,638 reactions (1) The reactants are [Cl:1][C:2]1[CH:10]=[CH:9][CH:8]=[C:7]([Cl:11])[C:3]=1[CH:4]=[N:5][OH:6].ClN1C(=O)CCC1=O.[CH:20]1([C:24](=O)[CH2:25][C:26]([O:28][CH2:29][CH3:30])=[O:27])[CH2:23][CH2:22][CH2:21]1.[O-]CC.[Na+]. The catalyst is CN(C)C=O.C1COCC1.O. The product is [CH:20]1([C:24]2[O:6][N:5]=[C:4]([C:3]3[C:2]([Cl:1])=[CH:10][CH:9]=[CH:8][C:7]=3[Cl:11])[C:25]=2[C:26]([O:28][CH2:29][CH3:30])=[O:27])[CH2:21][CH2:22][CH2:23]1. The yield is 0.380. (2) The reactants are Br[C:2]1[CH:3]=[CH:4][C:5]2[O:11][CH2:10][CH2:9][N:8]([C:12]([O:14][C:15]([CH3:18])([CH3:17])[CH3:16])=[O:13])[CH2:7][C:6]=2[CH:19]=1.[B:20](OC(C)C)([O:25]C(C)C)[O:21]C(C)C.C([Li])CCC. The product is [CH3:16][C:15]([O:14][C:12]([N:8]1[CH2:7][C:6]2[CH:19]=[C:2]([B:20]([OH:25])[OH:21])[CH:3]=[CH:4][C:5]=2[O:11][CH2:10][CH2:9]1)=[O:13])([CH3:18])[CH3:17]. The catalyst is C1COCC1. The yield is 0.870. (3) The reactants are [CH3:1][O:2][C:3]1[C:8]2[C:9]([C:31]3[CH:32]=[N:33][NH:34][CH:35]=3)=[N:10][N:11](C(C3C=CC=CC=3)(C3C=CC=CC=3)C3C=CC=CC=3)[C:7]=2[CH:6]=[CH:5][N:4]=1.Br[CH2:37][C:38]1([CH3:42])[CH2:41][O:40][CH2:39]1. No catalyst specified. The product is [CH3:1][O:2][C:3]1[C:8]2[C:9]([C:31]3[CH:35]=[N:34][N:33]([CH2:37][C:38]4([CH3:42])[CH2:41][O:40][CH2:39]4)[CH:32]=3)=[N:10][NH:11][C:7]=2[CH:6]=[CH:5][N:4]=1. The yield is 0.350. (4) The reactants are Br[C:2]1[CH:7]=[CH:6][CH:5]=[CH:4][C:3]=1[CH:8]([F:10])[F:9].C(=O)([O-])[O-].[K+].[K+].CC1(C)C2C(=C(P(C3C=CC=CC=3)C3C=CC=CC=3)C=CC=2)OC2C(P(C3C=CC=CC=3)C3C=CC=CC=3)=CC=CC1=2.C([S:62][CH2:63][CH:64]1[CH2:69][CH2:68][N:67]([C:70]([O:72][C:73]([CH3:76])([CH3:75])[CH3:74])=[O:71])[CH2:66][CH2:65]1)(=O)C.CO. The catalyst is O1CCOCC1.C1C=CC(/C=C/C(/C=C/C2C=CC=CC=2)=O)=CC=1.C1C=CC(/C=C/C(/C=C/C2C=CC=CC=2)=O)=CC=1.C1C=CC(/C=C/C(/C=C/C2C=CC=CC=2)=O)=CC=1.[Pd].[Pd].C(Cl)(Cl)Cl. The product is [F:9][CH:8]([F:10])[C:3]1[CH:4]=[CH:5][CH:6]=[CH:7][C:2]=1[S:62][CH2:63][CH:64]1[CH2:69][CH2:68][N:67]([C:70]([O:72][C:73]([CH3:76])([CH3:75])[CH3:74])=[O:71])[CH2:66][CH2:65]1. The yield is 0.580. (5) The reactants are [I:1]I.[CH2:3]([O:10][C@H:11]1[C@@H:16]([O:17][CH2:18][C:19]2[CH:24]=[CH:23][CH:22]=[CH:21][CH:20]=2)[C@H:15]([O:25][CH2:26][C:27]2[CH:32]=[CH:31][CH:30]=[CH:29][CH:28]=2)[C@@H:14]([CH2:33][O:34][CH2:35][C:36]2[CH:41]=[CH:40][CH:39]=[CH:38][CH:37]=2)[O:13][C@@H:12]1[CH2:42][Hg]Cl)[C:4]1[CH:9]=[CH:8][CH:7]=[CH:6][CH:5]=1. The catalyst is C(Cl)Cl. The product is [CH2:26]([O:25][C@H:15]1[C@H:16]([O:17][CH2:18][C:19]2[CH:24]=[CH:23][CH:22]=[CH:21][CH:20]=2)[C@H:11]([O:10][CH2:3][C:4]2[CH:9]=[CH:8][CH:7]=[CH:6][CH:5]=2)[C@@H:12]([CH2:42][I:1])[O:13][C@@H:14]1[CH2:33][O:34][CH2:35][C:36]1[CH:41]=[CH:40][CH:39]=[CH:38][CH:37]=1)[C:27]1[CH:32]=[CH:31][CH:30]=[CH:29][CH:28]=1. The yield is 0.820. (6) The reactants are [N:1]1[C:10]2[C:5](=[CH:6][CH:7]=[CH:8][CH:9]=2)[C:4]([C:11]([NH:13][C@H:14]2[CH2:19][CH2:18][C@H:17]([CH2:20][C:21](O)=[O:22])[CH2:16][CH2:15]2)=[O:12])=[CH:3][CH:2]=1.C(Cl)(=O)C(Cl)=O.[CH2:30]([SH:32])[CH3:31].C([Li])CCC.C([O-])(O)=O.[Na+]. The catalyst is ClCCl.C(COC)OC. The product is [CH2:30]([S:32][C:21](=[O:22])[CH2:20][C@H:17]1[CH2:16][CH2:15][C@H:14]([NH:13][C:11]([C:4]2[C:5]3[C:10](=[CH:9][CH:8]=[CH:7][CH:6]=3)[N:1]=[CH:2][CH:3]=2)=[O:12])[CH2:19][CH2:18]1)[CH3:31]. The yield is 0.789. (7) The reactants are [NH2:1][C:2]12[CH2:10][CH2:9][CH:6]([CH2:7][CH2:8]1)[CH2:5][N:4]1[C:11](=[O:27])[C:12]([OH:26])=[C:13]([C:15]([NH:17][CH2:18][C:19]3[CH:24]=[CH:23][C:22]([F:25])=[CH:21][CH:20]=3)=[O:16])[N:14]=[C:3]21.C[CH2:29][N:30](CC)[CH2:31]C.Cl[C:36](=[O:41])[C:37](OC)=[O:38].CNC.CO. The catalyst is C(Cl)Cl.CCO. The product is [F:25][C:22]1[CH:21]=[CH:20][C:19]([CH2:18][NH:17][C:15]([C:13]2[N:14]=[C:3]3[C:2]4([NH:1][C:36](=[O:41])[C:37]([N:30]([CH3:31])[CH3:29])=[O:38])[CH2:8][CH2:7][CH:6]([CH2:9][CH2:10]4)[CH2:5][N:4]3[C:11](=[O:27])[C:12]=2[OH:26])=[O:16])=[CH:24][CH:23]=1. The yield is 0.130. (8) The reactants are [F:1][C:2]1[CH:3]=[C:4]([CH2:9][C@H:10]([NH:14][C:15](=[O:21])[O:16][C:17]([CH3:20])([CH3:19])[CH3:18])[C@H:11]2[CH2:13][O:12]2)[CH:5]=[C:6]([F:8])[CH:7]=1.[CH3:22][C:23]([CH3:37])([CH3:36])[CH2:24][C:25]1[CH:34]=[C:33]2[C:28]([CH2:29][CH2:30][CH2:31][CH:32]2[NH2:35])=[CH:27][CH:26]=1. The catalyst is CC(O)C. The product is [C:17]([O:16][C:15](=[O:21])[NH:14][CH:10]([CH2:9][C:4]1[CH:3]=[C:2]([F:1])[CH:7]=[C:6]([F:8])[CH:5]=1)[CH:11]([OH:12])[CH2:13][NH:35][CH:32]1[C:33]2[C:28](=[CH:27][CH:26]=[C:25]([CH2:24][C:23]([CH3:37])([CH3:36])[CH3:22])[CH:34]=2)[CH2:29][CH2:30][CH2:31]1)([CH3:20])([CH3:19])[CH3:18]. The yield is 0.600. (9) The reactants are [S:1]([O:8]S(C(F)(F)F)(=O)=O)([C:4]([F:7])([F:6])[F:5])(=[O:3])=[O:2].CN(C1C=CC=CN=1)C.[CH:25]1([CH2:28][O:29][C:30]2[CH:31]=[C:32]([C:36]3[C:44]4[C:39](=[CH:40][CH:41]=[C:42](O)[CH:43]=4)[N:38]([CH2:46][C:47]4[CH:52]=[CH:51][CH:50]=[C:49]([O:53][CH3:54])[CH:48]=4)[C:37]=3[C:55]([O:57][CH2:58][CH3:59])=[O:56])[CH:33]=[CH:34][CH:35]=2)[CH2:27][CH2:26]1. The catalyst is ClCCl.N1C=CC=CC=1.C(OCC)(=O)C. The product is [CH:25]1([CH2:28][O:29][C:30]2[CH:31]=[C:32]([C:36]3[C:44]4[C:39](=[CH:40][CH:41]=[C:42]([O:8][S:1]([C:4]([F:7])([F:6])[F:5])(=[O:3])=[O:2])[CH:43]=4)[N:38]([CH2:46][C:47]4[CH:52]=[CH:51][CH:50]=[C:49]([O:53][CH3:54])[CH:48]=4)[C:37]=3[C:55]([O:57][CH2:58][CH3:59])=[O:56])[CH:33]=[CH:34][CH:35]=2)[CH2:27][CH2:26]1. The yield is 0.890. (10) The reactants are [H-].[Na+].[CH2:3]([O:7][C:8]1[CH:9]=[C:10]([CH:14]([C:17]([O:19][C:20]([CH3:23])([CH3:22])[CH3:21])=[O:18])[CH2:15][NH2:16])[CH:11]=[CH:12][CH:13]=1)[CH2:4][CH2:5][CH3:6].Cl[CH2:25][C:26]([N:28]([CH3:30])[CH3:29])=[O:27].O. The catalyst is CN(C=O)C. The product is [CH2:3]([O:7][C:8]1[CH:9]=[C:10]([CH:14]([C:17]([O:19][C:20]([CH3:22])([CH3:21])[CH3:23])=[O:18])[CH2:15][NH:16][CH2:25][C:26]([N:28]([CH3:30])[CH3:29])=[O:27])[CH:11]=[CH:12][CH:13]=1)[CH2:4][CH2:5][CH3:6]. The yield is 0.750.